Dataset: Catalyst prediction with 721,799 reactions and 888 catalyst types from USPTO. Task: Predict which catalyst facilitates the given reaction. Reactant: [C:1]([C:5]1[NH:6][C:7]2[C:12]([CH:13]=1)=[CH:11][C:10]([NH2:14])=[CH:9][CH:8]=2)([CH3:4])([CH3:3])[CH3:2].Br[C:16]1[CH:25]=[CH:24][C:23]([CH:26]2[CH2:28][CH2:27]2)=[CH:22][C:17]=1[C:18]([O:20][CH3:21])=[O:19].C(=O)([O-])[O-].[Cs+].[Cs+]. Product: [C:1]([C:5]1[NH:6][C:7]2[C:12]([CH:13]=1)=[CH:11][C:10]([NH:14][C:16]1[CH:25]=[CH:24][C:23]([CH:26]3[CH2:28][CH2:27]3)=[CH:22][C:17]=1[C:18]([O:20][CH3:21])=[O:19])=[CH:9][CH:8]=2)([CH3:4])([CH3:2])[CH3:3]. The catalyst class is: 187.